From a dataset of Reaction yield outcomes from USPTO patents with 853,638 reactions. Predict the reaction yield, written as a fraction of the theoretical maximum amount of product (1.0 means a 100% yield; for example, 0.34 means a 34% yield). (1) The reactants are [NH2:1][C:2]1[CH:7]=[CH:6][N:5]=[CH:4][CH:3]=1.C(N(CC)CC)C.[C:15](Cl)(=[O:20])[C:16]([CH3:19])([CH3:18])[CH3:17].O. The catalyst is ClCCl. The product is [CH3:17][C:16]([CH3:19])([CH3:18])[C:15]([NH:1][C:2]1[CH:7]=[CH:6][N:5]=[CH:4][CH:3]=1)=[O:20]. The yield is 0.870. (2) The reactants are [OH:1][C:2]1[CH:3]=[C:4]([CH:9]=[CH:10][C:11]=1[O:12][CH3:13])[CH:5]=[CH:6][CH:7]=[O:8]. The catalyst is CO. The product is [OH:1][C:2]1[CH:3]=[C:4]([CH2:5][CH2:6][CH:7]=[O:8])[CH:9]=[CH:10][C:11]=1[O:12][CH3:13]. The yield is 0.780. (3) The reactants are [NH2:1][C:2]1[CH:7]=[C:6]([C:8]([OH:11])([CH3:10])[CH3:9])[CH:5]=[CH:4][N:3]=1.[H-].[Na+].F[C:15]1[C:24]2[C:19](=[CH:20][CH:21]=[CH:22][CH:23]=2)[C:18]([N+:25]([O-:27])=[O:26])=[CH:17][CH:16]=1. The catalyst is CN(C=O)C. The product is [N+:25]([C:18]1[C:19]2[C:24](=[CH:23][CH:22]=[CH:21][CH:20]=2)[C:15]([O:11][C:8]([C:6]2[CH:5]=[CH:4][N:3]=[C:2]([NH2:1])[CH:7]=2)([CH3:9])[CH3:10])=[CH:16][CH:17]=1)([O-:27])=[O:26]. The yield is 0.0800. (4) The reactants are [N+:1]([C:4]1[CH:5]=[C:6]([CH:10]=[C:11]([C:13]([F:16])([F:15])[F:14])[CH:12]=1)[C:7]([OH:9])=O)([O-])=O.[CH3:17][N:18]([CH3:21])C=O.C(Cl)(=O)C(Cl)=O.NC1C[CH2:33][CH:32]([OH:35])[CH2:31]C1. The catalyst is ClCCl.C(OCC)(=O)C. The product is [NH2:1][C:4]1[CH:5]=[C:6]([CH:10]=[C:11]([C:13]([F:16])([F:15])[F:14])[CH:12]=1)[C:7]([N:18]1[CH2:17][CH2:33][CH:32]([OH:35])[CH2:31][CH2:21]1)=[O:9]. The yield is 0.520. (5) The reactants are [Br:1][C:2]1[N:3]=[C:4]([NH:15][C@H:16]2[CH2:21][CH2:20][C@H:19]([O:22][CH3:23])[CH2:18][CH2:17]2)[C:5]([NH:8][CH2:9][C:10](OCC)=[O:11])=[N:6][CH:7]=1.P(=O)(O)(O)O. The catalyst is O. The product is [Br:1][C:2]1[N:3]=[C:4]2[N:15]([C@H:16]3[CH2:21][CH2:20][C@H:19]([O:22][CH3:23])[CH2:18][CH2:17]3)[C:10](=[O:11])[CH2:9][NH:8][C:5]2=[N:6][CH:7]=1. The yield is 0.890.